This data is from Full USPTO retrosynthesis dataset with 1.9M reactions from patents (1976-2016). The task is: Predict the reactants needed to synthesize the given product. (1) Given the product [Br:7][C:8]1[CH:9]=[C:10]([C:14]([NH:17][C:18]2[CH:23]=[CH:22][CH:21]=[CH:20][CH:19]=2)=[O:15])[CH:11]=[N:12][CH:13]=1, predict the reactants needed to synthesize it. The reactants are: N1C=CC=CC=1.[Br:7][C:8]1[CH:9]=[C:10]([C:14](Cl)=[O:15])[CH:11]=[N:12][CH:13]=1.[NH2:17][C:18]1[CH:23]=[CH:22][CH:21]=[CH:20][CH:19]=1. (2) Given the product [C:5]1([CH2:15][OH:18])[C:4]2[CH2:24][C:20]3[C:9](=[CH:10][CH:11]=[CH:12][CH:21]=3)[C:3]=2[CH:8]=[CH:7][CH:6]=1, predict the reactants needed to synthesize it. The reactants are: FF.[CH3:3][CH2:4][CH2:5][CH2:6][CH2:7][CH3:8].[CH2:9]([Li])[CH2:10][CH2:11][CH3:12].O.[C:15](=[O:18])(O)[O-].[Na+].[CH2:20]1[CH2:24]OC[CH2:21]1. (3) Given the product [C:1]([O:5][C:6]([N:8]1[C:16]2[C:11](=[CH:12][C:13]([C:18]3[O:20][N:44]=[C:43]([CH3:42])[N:39]=3)=[C:14]([Cl:17])[CH:15]=2)[C:10]([CH3:21])([CH3:22])[CH2:9]1)=[O:7])([CH3:2])([CH3:3])[CH3:4], predict the reactants needed to synthesize it. The reactants are: [C:1]([O:5][C:6]([N:8]1[C:16]2[C:11](=[CH:12][C:13]([C:18]([OH:20])=O)=[C:14]([Cl:17])[CH:15]=2)[C:10]([CH3:22])([CH3:21])[CH2:9]1)=[O:7])([CH3:4])([CH3:3])[CH3:2].C(N(CC)C(C)C)(C)C.F[P-](F)(F)(F)(F)F.[N:39]1(OC(N(C)C)=[N+](C)C)[C:43]2[N:44]=CC=C[C:42]=2N=N1.ONC(=N)C. (4) Given the product [CH3:13][O:14][CH:15]([C:46]([CH3:48])([CH3:47])[CH3:49])[CH2:16][N:17]1[C:22](=[O:23])[C:21]([CH2:24][C:25]2[CH:26]=[CH:27][C:28]([C:31]3[CH:36]=[CH:35][CH:34]=[CH:33][C:32]=3[C:37]3[NH:3][C:4](=[O:7])[O:5][N:38]=3)=[CH:29][CH:30]=2)=[C:20]([CH2:39][CH2:40][CH3:41])[N:19]2[N:42]=[C:43]([CH3:45])[N:44]=[C:18]12, predict the reactants needed to synthesize it. The reactants are: [Cl-].O[NH3+:3].[C:4](=[O:7])([O-])[OH:5].[Na+].CS(C)=O.[CH3:13][O:14][CH:15]([C:46]([CH3:49])([CH3:48])[CH3:47])[CH2:16][N:17]1[C:22](=[O:23])[C:21]([CH2:24][C:25]2[CH:30]=[CH:29][C:28]([C:31]3[C:32]([C:37]#[N:38])=[CH:33][CH:34]=[CH:35][CH:36]=3)=[CH:27][CH:26]=2)=[C:20]([CH2:39][CH2:40][CH3:41])[N:19]2[N:42]=[C:43]([CH3:45])[N:44]=[C:18]12. (5) Given the product [CH3:16][O:15][C:13](=[O:14])[CH2:12][CH:11]1[C:17](=[O:19])[NH:1][C:4]2[C:5](=[CH:6][CH:7]=[CH:8][CH:9]=2)[NH:10]1, predict the reactants needed to synthesize it. The reactants are: [N+:1]([C:4]1[CH:9]=[CH:8][CH:7]=[CH:6][C:5]=1[NH:10][C@H:11]([C:17]([O:19]C)=O)[CH2:12][C:13]([O:15][CH3:16])=[O:14])([O-])=O.[H][H]. (6) Given the product [F:1][C:2]1[CH:3]=[C:4]2[C:8](=[CH:9][CH:10]=1)[NH:7][C:6](=[O:11])[C:5]2=[C:30]1[C:31]2[C:36](=[CH:35][C:34]([O:37][CH2:38][CH2:39][N:40]3[CH2:45][CH2:44][O:43][CH2:42][CH2:41]3)=[CH:33][CH:32]=2)[CH:28]([CH3:27])[O:29]1, predict the reactants needed to synthesize it. The reactants are: [F:1][C:2]1[CH:3]=[C:4]2[C:8](=[CH:9][CH:10]=1)[NH:7][C:6](=[O:11])[CH2:5]2.[Li+].C[Si]([N-][Si](C)(C)C)(C)C.C1COCC1.[CH3:27][CH:28]1[C:36]2[C:31](=[CH:32][CH:33]=[C:34]([O:37][CH2:38][CH2:39][N:40]3[CH2:45][CH2:44][O:43][CH2:42][CH2:41]3)[CH:35]=2)[C:30](=O)[O:29]1.